This data is from Full USPTO retrosynthesis dataset with 1.9M reactions from patents (1976-2016). The task is: Predict the reactants needed to synthesize the given product. Given the product [Br:15][C:11]1[N:10]=[CH:9][C:8]([NH2:7])=[C:13]([I:14])[CH:12]=1, predict the reactants needed to synthesize it. The reactants are: C(OC(=O)[NH:7][C:8]1[CH:9]=[N:10][C:11]([Br:15])=[CH:12][C:13]=1[I:14])(C)(C)C.FC(F)(F)C(O)=O.